From a dataset of Full USPTO retrosynthesis dataset with 1.9M reactions from patents (1976-2016). Predict the reactants needed to synthesize the given product. (1) Given the product [CH3:6][C:2]([NH:7][C:8](=[O:18])[C:9]1[CH:14]=[CH:13][C:12]([O:15][CH2:21][C:20]#[CH:19])=[C:11]([O:16][CH3:17])[CH:10]=1)([CH3:1])[CH:3]([CH3:5])[CH3:4], predict the reactants needed to synthesize it. The reactants are: [CH3:1][C:2]([NH:7][C:8](=[O:18])[C:9]1[CH:14]=[CH:13][C:12]([OH:15])=[C:11]([O:16][CH3:17])[CH:10]=1)([CH3:6])[CH:3]([CH3:5])[CH3:4].[CH2:19](Br)[C:20]#[CH:21].C(=O)([O-])[O-].[Cs+].[Cs+]. (2) Given the product [CH3:36][N:37]([CH3:38])[C:25]([C:23]1[CH:22]=[CH:21][CH:20]=[C:19]([C:16]2[CH:17]=[CH:18][C:13]([C@@H:11]([N:7]3[CH2:6][CH2:5][C@:4]([CH2:3][C:2]([OH:1])([CH3:35])[CH3:34])([C:28]4[CH:29]=[CH:30][CH:31]=[CH:32][CH:33]=4)[O:9][C:8]3=[O:10])[CH3:12])=[CH:14][CH:15]=2)[N:24]=1)=[O:26], predict the reactants needed to synthesize it. The reactants are: [OH:1][C:2]([CH3:35])([CH3:34])[CH2:3][C@@:4]1([C:28]2[CH:33]=[CH:32][CH:31]=[CH:30][CH:29]=2)[O:9][C:8](=[O:10])[N:7]([C@H:11]([C:13]2[CH:18]=[CH:17][C:16]([C:19]3[N:24]=[C:23]([C:25](O)=[O:26])[CH:22]=[CH:21][CH:20]=3)=[CH:15][CH:14]=2)[CH3:12])[CH2:6][CH2:5]1.[CH3:36][NH:37][CH3:38].